This data is from Reaction yield outcomes from USPTO patents with 853,638 reactions. The task is: Predict the reaction yield, written as a fraction of the theoretical maximum amount of product (1.0 means a 100% yield; for example, 0.34 means a 34% yield). (1) The reactants are [CH:1](=O)[C:2]1[CH:7]=[CH:6][CH:5]=[CH:4][CH:3]=1.[CH3:9][N:10]1[CH2:14][CH2:13][CH2:12][CH:11]1[C:15]1[CH:20]([Si](C)(C)C)[CH:19]=[CH:18][N:17]([Si](C)(C)C)[CH:16]=1.CCCC[N+](CCCC)(CCCC)CCCC.[F-].C([O-])(O)=O.[Na+]. The catalyst is C1COCC1. The product is [CH2:1]([C:19]1[CH:18]=[N:17][CH:16]=[C:15]([C@@H:11]2[CH2:12][CH2:13][CH2:14][N:10]2[CH3:9])[CH:20]=1)[C:2]1[CH:7]=[CH:6][CH:5]=[CH:4][CH:3]=1. The yield is 0.310. (2) The yield is 0.300. The reactants are [C:1]([C:5]1[C:6]([O:15][C:16](=[O:21])[C:17]([CH3:20])([CH3:19])[CH3:18])=[CH:7][C:8]([CH2:12][CH:13]=[CH2:14])=[C:9]([OH:11])[CH:10]=1)([CH3:4])([CH3:3])[CH3:2].B(F)(F)F.CCOCC.C(=O)(O)[O-].[Na+]. The product is [C:1]([C:5]1[C:6]([O:15][C:16](=[O:21])[C:17]([CH3:20])([CH3:19])[CH3:18])=[CH:7][C:8]2[CH2:12][CH:13]([CH3:14])[O:11][C:9]=2[CH:10]=1)([CH3:4])([CH3:2])[CH3:3]. The catalyst is ClCCl. (3) The reactants are [H-].[Na+].[C:3]([O:13][C:14]([CH3:17])([CH3:16])[CH3:15])(=[O:12])[CH2:4][C:5]([O:7][C:8]([CH3:11])([CH3:10])[CH3:9])=[O:6].Br[CH2:19][CH2:20][CH2:21][CH2:22][CH2:23][C:24]([O:26][CH2:27][CH3:28])=[O:25]. The product is [CH2:27]([O:26][C:24](=[O:25])[CH2:23][CH2:22][CH2:21][CH2:20][CH2:19][CH:4]([C:5]([O:7][C:8]([CH3:9])([CH3:10])[CH3:11])=[O:6])[C:3]([O:13][C:14]([CH3:17])([CH3:16])[CH3:15])=[O:12])[CH3:28]. The catalyst is C1COCC1. The yield is 0.740. (4) The reactants are F[C:2]1[CH:7]=[C:6]([F:8])[CH:5]=[CH:4][C:3]=1[OH:9].[Cl:10][C:11]1[C:17](Cl)=[CH:16][C:14]([NH2:15])=[C:13]([N+:19]([O-:21])=[O:20])[CH:12]=1.[C:22](=O)([O-])[O-].[K+].[K+]. The catalyst is CS(C)=O. The product is [Cl:10][C:11]1[C:17]([O:9][C:3]2[CH:4]=[CH:5][C:6]([F:8])=[CH:7][C:2]=2[CH3:22])=[CH:16][C:14]([NH2:15])=[C:13]([N+:19]([O-:21])=[O:20])[CH:12]=1. The yield is 0.300. (5) The reactants are [N:1]1[CH:6]=[CH:5][C:4]([C:7]2[O:11][CH:10]=[N:9][C:8]=2[C:12]2[CH:17]=[CH:16][C:15]([OH:18])=[CH:14][CH:13]=2)=[CH:3][CH:2]=1.[F-].[Cs+].Cl[CH2:22][C:23]1[CH:32]=[CH:31][C:30]2[C:25](=[CH:26][CH:27]=[CH:28][CH:29]=2)[N:24]=1. The catalyst is CN(C=O)C. The product is [N:1]1[CH:2]=[CH:3][C:4]([C:7]2[O:11][CH:10]=[N:9][C:8]=2[C:12]2[CH:17]=[CH:16][C:15]([O:18][CH2:22][C:23]3[CH:32]=[CH:31][C:30]4[C:25](=[CH:26][CH:27]=[CH:28][CH:29]=4)[N:24]=3)=[CH:14][CH:13]=2)=[CH:5][CH:6]=1. The yield is 0.200. (6) The reactants are [CH3:1][S:2](Cl)(=[O:4])=[O:3].[NH2:6][CH2:7][C:8]1[CH:13]=[C:12]([O:14][C:15]2[CH:20]=[CH:19][C:18]([NH:21][C:22]3[CH:27]=[C:26]([C:28]4[CH:33]=[CH:32][CH:31]=[CH:30][CH:29]=4)[N:25]=[C:24]([NH2:34])[N:23]=3)=[CH:17][CH:16]=2)[CH:11]=[CH:10][N:9]=1. The catalyst is CN(C1C=CN=CC=1)C.N1C=CC=CC=1. The product is [NH2:34][C:24]1[N:23]=[C:22]([NH:21][C:18]2[CH:19]=[CH:20][C:15]([O:14][C:12]3[CH:11]=[CH:10][N:9]=[C:8]([CH2:7][NH:6][S:2]([CH3:1])(=[O:4])=[O:3])[CH:13]=3)=[CH:16][CH:17]=2)[CH:27]=[C:26]([C:28]2[CH:29]=[CH:30][CH:31]=[CH:32][CH:33]=2)[N:25]=1. The yield is 0.270.